Dataset: Catalyst prediction with 721,799 reactions and 888 catalyst types from USPTO. Task: Predict which catalyst facilitates the given reaction. Reactant: [CH2:1]([O:8][C:9]1[CH:16]=[CH:15][C:12](C=O)=[CH:11][C:10]=1[CH2:17][CH3:18])[C:2]1[CH:7]=[CH:6][CH:5]=[CH:4][CH:3]=1.S(OOS([O-])(=O)=O)([O-])(=O)=[O:20].[NH4+].[NH4+].C(O)=O.C(OC(=O)C)(=O)C.P(=O)(O)(O)O.C1(C)C=CC(S(O)(=O)=O)=CC=1.S(=O)(O)[O-].[Na+]. The catalyst class is: 226. Product: [CH2:1]([O:8][C:9]1[CH:16]=[CH:15][C:12]([OH:20])=[CH:11][C:10]=1[CH2:17][CH3:18])[C:2]1[CH:7]=[CH:6][CH:5]=[CH:4][CH:3]=1.